From a dataset of Full USPTO retrosynthesis dataset with 1.9M reactions from patents (1976-2016). Predict the reactants needed to synthesize the given product. (1) Given the product [N:13]12[CH2:18][CH2:17][CH:16]([CH2:15][CH2:14]1)[CH:11]([N:7]1[C:8]3[C:4](=[CH:3][C:2]([NH2:36])=[CH:10][CH:9]=3)[CH:5]=[CH:6]1)[CH2:12]2, predict the reactants needed to synthesize it. The reactants are: Br[C:2]1[CH:3]=[C:4]2[C:8](=[CH:9][CH:10]=1)[N:7]([CH:11]1[CH:16]3[CH2:17][CH2:18][N:13]([CH2:14][CH2:15]3)[CH2:12]1)[CH:6]=[CH:5]2.C(P(C(C)(C)C)C(C)(C)C)(C)(C)C.C[Si]([N-:36][Si](C)(C)C)(C)C.[Li+]. (2) Given the product [C:15]([C:2]1[CH:3]=[N:4][NH:5][C:6]=1[C:7]1[CH:12]=[CH:11][N:10]=[C:9]([S:13][CH3:14])[N:8]=1)#[N:16], predict the reactants needed to synthesize it. The reactants are: I[C:2]1[CH:3]=[N:4][NH:5][C:6]=1[C:7]1[CH:12]=[CH:11][N:10]=[C:9]([S:13][CH3:14])[N:8]=1.[CH3:15][N:16](C=O)C. (3) Given the product [CH3:18][O:17][N:16]([CH3:15])[C:9](=[O:11])[CH2:8][C:3]1[CH:4]=[CH:5][CH:6]=[CH:7][C:2]=1[CH3:1], predict the reactants needed to synthesize it. The reactants are: [CH3:1][C:2]1[CH:7]=[CH:6][CH:5]=[CH:4][C:3]=1[CH2:8][C:9]([OH:11])=O.C(Cl)Cl.[CH3:15][NH:16][O:17][CH3:18].C(N(CC)CC)C.C(Cl)CCl. (4) Given the product [CH2:1]([O:3][C:4]([C:6]1([F:25])[CH:10]([CH2:11][C:12]2[CH:17]=[CH:16][CH:15]=[CH:14][CH:13]=2)[CH2:9][N:8]([C:34]([O:36][C:37]([CH3:38])([CH3:39])[CH3:40])=[O:35])[CH2:7]1)=[O:5])[CH3:2], predict the reactants needed to synthesize it. The reactants are: [CH2:1]([O:3][C:4]([C:6]1([F:25])[CH:10]([CH2:11][C:12]2[CH:17]=[CH:16][CH:15]=[CH:14][CH:13]=2)[CH2:9][N:8](CC2C=CC=CC=2)[CH2:7]1)=[O:5])[CH3:2].O([C:34]([O:36][C:37]([CH3:40])([CH3:39])[CH3:38])=[O:35])[C:34]([O:36][C:37]([CH3:40])([CH3:39])[CH3:38])=[O:35]. (5) Given the product [Br:1][C:2]1[CH:3]=[C:4]([N:8]2[CH2:13][CH2:12][CH:11]([C:14]([N:23]([CH3:24])[CH3:22])=[O:16])[CH2:10][CH2:9]2)[CH:5]=[CH:6][CH:7]=1, predict the reactants needed to synthesize it. The reactants are: [Br:1][C:2]1[CH:3]=[C:4]([N:8]2[CH2:13][CH2:12][CH:11]([C:14]([OH:16])=O)[CH2:10][CH2:9]2)[CH:5]=[CH:6][CH:7]=1.S(Cl)(Cl)=O.Cl.[CH3:22][NH:23][CH3:24].C(N(CC)CC)C. (6) Given the product [Br:1][C:2]1[CH:3]=[C:4]([I:9])[C:5]([OH:8])=[N:6][CH:7]=1, predict the reactants needed to synthesize it. The reactants are: [Br:1][C:2]1[CH:3]=[CH:4][C:5]([OH:8])=[N:6][CH:7]=1.[I:9]N1C(=O)CCC1=O. (7) Given the product [F:18][C:6]1[CH:7]=[CH:8][CH:9]=[C:10]2[C:5]=1[CH:4]=[CH:3][CH:2]=[N:1]2, predict the reactants needed to synthesize it. The reactants are: [N:1]1[C:10]2[CH:9]=[CH:8][CH:7]=[C:6](N)[C:5]=2[CH:4]=[CH:3][CH:2]=1.N([O-])=O.[Na+].[H+].[B-](F)(F)(F)[F:18]. (8) Given the product [CH3:6][C:4]([O:7][C@H:8]([CH3:44])[C@@H:9]([C:40]([OH:42])=[O:41])[NH:10][C:11]([C:13]1[CH:18]=[CH:17][C:16]([C:19]2[CH:20]=[CH:21][C:22]([O:25][CH3:26])=[CH:23][CH:24]=2)=[CH:15][C:14]=1[NH:27][C:28]([NH:30][C:31]1[C:32]([CH3:39])=[CH:33][C:34]([CH3:38])=[CH:35][C:36]=1[CH3:37])=[O:29])=[O:12])([CH3:3])[CH3:5], predict the reactants needed to synthesize it. The reactants are: [OH-].[Li+].[CH3:3][C:4]([O:7][C@H:8]([CH3:44])[C@@H:9]([C:40]([O:42]C)=[O:41])[NH:10][C:11]([C:13]1[CH:18]=[CH:17][C:16]([C:19]2[CH:24]=[CH:23][C:22]([O:25][CH3:26])=[CH:21][CH:20]=2)=[CH:15][C:14]=1[NH:27][C:28]([NH:30][C:31]1[C:36]([CH3:37])=[CH:35][C:34]([CH3:38])=[CH:33][C:32]=1[CH3:39])=[O:29])=[O:12])([CH3:6])[CH3:5].CO.O. (9) Given the product [CH2:1]([N:8]1[C:16]([Cl:36])([C:17]2[CH:22]=[CH:21][C:20]([O:23][CH2:24][O:25][CH2:26][CH2:27][Si:28]([CH3:31])([CH3:30])[CH3:29])=[CH:19][CH:18]=2)[C:15]2[C:10](=[CH:11][CH:12]=[CH:13][CH:14]=2)[C:9]1=[O:33])[C:2]1[CH:7]=[CH:6][CH:5]=[CH:4][CH:3]=1, predict the reactants needed to synthesize it. The reactants are: [CH2:1]([N:8]1[C:16](O)([C:17]2[CH:22]=[CH:21][C:20]([O:23][CH2:24][O:25][CH2:26][CH2:27][Si:28]([CH3:31])([CH3:30])[CH3:29])=[CH:19][CH:18]=2)[C:15]2[C:10](=[CH:11][CH:12]=[CH:13][CH:14]=2)[C:9]1=[O:33])[C:2]1[CH:7]=[CH:6][CH:5]=[CH:4][CH:3]=1.S(Cl)([Cl:36])=O. (10) Given the product [CH2:48]([NH:47][C:45]([N:42]1[CH2:43][CH2:44][CH:39]([S:36]([C:33]2[CH:32]=[CH:31][C:30]([CH2:29][CH2:28][NH:27][CH2:26][C@H:25]([OH:56])[CH2:24][O:23][C:22]3[CH:57]=[CH:58][C:19]([OH:18])=[C:20]([CH3:59])[CH:21]=3)=[CH:35][CH:34]=2)(=[O:38])=[O:37])[CH2:40][CH2:41]1)=[O:46])[CH2:49][CH2:50][CH2:51][CH2:52][CH2:53][CH2:54][CH3:55], predict the reactants needed to synthesize it. The reactants are: [Si]([O:18][C:19]1[CH:58]=[CH:57][C:22]([O:23][CH2:24][C@@H:25]([OH:56])[CH2:26][NH:27][CH2:28][CH2:29][C:30]2[CH:35]=[CH:34][C:33]([S:36]([CH:39]3[CH2:44][CH2:43][N:42]([C:45]([NH:47][CH2:48][CH2:49][CH2:50][CH2:51][CH2:52][CH2:53][CH2:54][CH3:55])=[O:46])[CH2:41][CH2:40]3)(=[O:38])=[O:37])=[CH:32][CH:31]=2)=[CH:21][C:20]=1[CH3:59])(C(C)(C)C)(C1C=CC=CC=1)C1C=CC=CC=1.